From a dataset of Reaction yield outcomes from USPTO patents with 853,638 reactions. Predict the reaction yield, written as a fraction of the theoretical maximum amount of product (1.0 means a 100% yield; for example, 0.34 means a 34% yield). (1) The reactants are [CH3:1][N:2]([CH3:17])[S:3]([C:6]1[C:11]([Cl:12])=[CH:10][CH:9]=[C:8]([N+:13]([O-])=O)[C:7]=1[OH:16])(=[O:5])=[O:4]. The catalyst is C(OCC)(=O)C.[Pd]. The product is [CH3:1][N:2]([CH3:17])[S:3]([C:6]1[C:11]([Cl:12])=[CH:10][CH:9]=[C:8]([NH2:13])[C:7]=1[OH:16])(=[O:5])=[O:4]. The yield is 0.800. (2) The reactants are [CH2:1]([N:3]1[C:7]2=[N:8][C:9]([CH2:32][CH3:33])=[C:10]([CH2:19][NH:20][C:21](C3C=C(C=CC=3)C(O)=O)=[O:22])[C:11]([NH:12][CH:13]3[CH2:18][CH2:17][O:16][CH2:15][CH2:14]3)=[C:6]2[CH:5]=[N:4]1)[CH3:2].[NH2:34][CH2:35][C:36]1[CH:41]=[CH:40][N:39]=[C:38]([C:42]2[CH:43]=[C:44]([CH2:48][N:49]3[CH2:54][CH2:53][N:52](C(OC(C)(C)C)=O)[C@@H:51]([CH3:62])[CH2:50]3)[CH:45]=[CH:46][CH:47]=2)[CH:37]=1.CN(C(ON1N=N[C:73]2[CH:74]=C[CH:76]=[CH:77][C:72]1=2)=[N+](C)C)C.F[P-](F)(F)(F)(F)F.[C:87]([OH:93])([C:89](F)(F)F)=O. The catalyst is ClCCl.CO.CS(C)=O. The product is [CH2:1]([N:3]1[C:7]2=[N:8][C:9]([CH2:32][CH3:33])=[C:10]([CH2:19][NH:20][C:21]([C:73]3[CH:72]=[CH:77][CH:76]=[C:89]([C:87]([NH:34][CH2:35][C:36]4[CH:41]=[CH:40][N:39]=[C:38]([C:42]5[CH:47]=[CH:46][CH:45]=[C:44]([CH2:48][N:49]6[CH2:54][CH2:53][NH:52][C@@H:51]([CH3:62])[CH2:50]6)[CH:43]=5)[CH:37]=4)=[O:93])[CH:74]=3)=[O:22])[C:11]([NH:12][CH:13]3[CH2:18][CH2:17][O:16][CH2:15][CH2:14]3)=[C:6]2[CH:5]=[N:4]1)[CH3:2]. The yield is 0.330. (3) The reactants are [OH:1][C:2]1[CH:3]=[C:4]([CH:9]=[C:10]([N+:12]([O-:14])=[O:13])[CH:11]=1)[C:5]([O:7][CH3:8])=[O:6].Br[CH2:16][CH:17]1[CH2:19][CH2:18]1.C([O-])([O-])=O.[K+].[K+]. The catalyst is CN(C=O)C.O. The product is [CH:17]1([CH2:16][O:1][C:2]2[CH:3]=[C:4]([CH:9]=[C:10]([N+:12]([O-:14])=[O:13])[CH:11]=2)[C:5]([O:7][CH3:8])=[O:6])[CH2:19][CH2:18]1. The yield is 0.810. (4) The reactants are [Si]([O:18][CH2:19][C:20]([C:23]1[S:24][C:25]([C:28]2[CH:29]=[C:30]([NH:34][C:35]3[N:40]=[C:39]([C:41]([F:44])([F:43])[F:42])[CH:38]=[CH:37][N:36]=3)[CH:31]=[CH:32][CH:33]=2)=[CH:26][N:27]=1)([CH3:22])[CH3:21])(C(C)(C)C)(C1C=CC=CC=1)C1C=CC=CC=1.CCCC[N+](CCCC)(CCCC)CCCC.[F-]. The catalyst is C1COCC1. The product is [CH3:22][C:20]([C:23]1[S:24][C:25]([C:28]2[CH:33]=[CH:32][CH:31]=[C:30]([NH:34][C:35]3[N:40]=[C:39]([C:41]([F:44])([F:42])[F:43])[CH:38]=[CH:37][N:36]=3)[CH:29]=2)=[CH:26][N:27]=1)([CH3:21])[CH2:19][OH:18]. The yield is 0.790. (5) The reactants are [Cl:1][CH2:2][CH2:3][C:4]([NH:6][CH:7]1[CH2:13][CH:12]2[N:14]([C:15]3[C:24]4[C:19](=[CH:20][CH:21]=[CH:22][CH:23]=4)[C:18]([C:25]#[N:26])=[CH:17][CH:16]=3)[CH:9]([CH2:10][CH2:11]2)[CH2:8]1)=[O:5].[CH2:27]([N:29]1[CH2:34][CH2:33][NH:32][CH2:31][CH2:30]1)[CH3:28].C(=O)([O-])[O-].[K+].[K+]. The catalyst is C(#N)C.C(OCC)(=O)C. The product is [ClH:1].[ClH:1].[C:25]([C:18]1[C:19]2[C:24](=[CH:23][CH:22]=[CH:21][CH:20]=2)[C:15]([N:14]2[CH:12]3[CH2:11][CH2:10][CH:9]2[CH2:8][CH:7]([NH:6][C:4](=[O:5])[CH2:3][CH2:2][N:32]2[CH2:33][CH2:34][N:29]([CH2:27][CH3:28])[CH2:30][CH2:31]2)[CH2:13]3)=[CH:16][CH:17]=1)#[N:26]. The yield is 0.460. (6) The reactants are [F:1][C:2]1([F:19])[CH2:5][N:4]([C:6]2[CH:7]=[C:8]3[N:17]([CH3:18])[CH:16]=[CH:15][C:9]3=[N:10][C:11]=2[CH:12]([NH2:14])[CH3:13])[CH2:3]1.[Cl:20][C:21]1[C:22]([NH2:29])=[N:23][C:24]([NH2:28])=[N:25][C:26]=1Cl.CCN(CC)CC. The catalyst is CN(C=O)C. The product is [Cl:20][C:21]1[C:26]([NH:14][CH:12]([C:11]2[N:10]=[C:9]3[CH:15]=[CH:16][N:17]([CH3:18])[C:8]3=[CH:7][C:6]=2[N:4]2[CH2:5][C:2]([F:1])([F:19])[CH2:3]2)[CH3:13])=[N:25][C:24]([NH2:28])=[N:23][C:22]=1[NH2:29]. The yield is 0.0500. (7) The reactants are Cl[C:2]1[C:11]2[C:6](=[CH:7][CH:8]=[C:9]([CH3:12])[CH:10]=2)[N:5]([CH3:13])[C:4](=[O:14])[C:3]=1[C:15]#[N:16].[NH:17]1[CH2:22][CH2:21][NH:20][CH2:19][CH2:18]1. The catalyst is ClCCl. The product is [CH3:13][N:5]1[C:6]2[C:11](=[CH:10][C:9]([CH3:12])=[CH:8][CH:7]=2)[C:2]([N:17]2[CH2:22][CH2:21][NH:20][CH2:19][CH2:18]2)=[C:3]([C:15]#[N:16])[C:4]1=[O:14]. The yield is 0.880.